This data is from Forward reaction prediction with 1.9M reactions from USPTO patents (1976-2016). The task is: Predict the product of the given reaction. Given the reactants Cl[C:2]1[CH:3]=[C:4]([CH3:11])[C:5]2[C:6](=[CH:8][S:9][CH:10]=2)[N:7]=1.Cl.[NH2:13][C@H:14]1[CH2:18][CH2:17][N:16]([C:19](=[O:32])[CH2:20][C:21]2[CH:26]=[CH:25][C:24]([O:27][C:28]([F:31])([F:30])[F:29])=[CH:23][CH:22]=2)[CH2:15]1.O1CCOCC1.CC(C)([O-])C.[Na+], predict the reaction product. The product is: [CH3:11][C:4]1[C:5]2[C:6](=[CH:8][S:9][CH:10]=2)[N:7]=[C:2]([NH:13][C@H:14]2[CH2:18][CH2:17][N:16]([C:19](=[O:32])[CH2:20][C:21]3[CH:22]=[CH:23][C:24]([O:27][C:28]([F:29])([F:30])[F:31])=[CH:25][CH:26]=3)[CH2:15]2)[CH:3]=1.